Dataset: Forward reaction prediction with 1.9M reactions from USPTO patents (1976-2016). Task: Predict the product of the given reaction. (1) Given the reactants [CH2:1]([O:3][C:4]([C:6]1([C:9]2[CH:14]=[CH:13][C:12]([C:15]3[CH:20]=[CH:19][C:18]([C:21]4[O:25][N:24]=[C:23]([CH3:26])[C:22]=4[NH:27][C:28]4[CH:33]=[CH:32][CH:31]=[C:30](Br)[N:29]=4)=[CH:17][CH:16]=3)=[CH:11][CH:10]=2)[CH2:8][CH2:7]1)=[O:5])[CH3:2].[Cl:35][C:36]1[C:41]([C:42]([F:45])([F:44])[F:43])=[CH:40][CH:39]=[CH:38][C:37]=1B(O)O, predict the reaction product. The product is: [CH2:1]([O:3][C:4]([C:6]1([C:9]2[CH:14]=[CH:13][C:12]([C:15]3[CH:20]=[CH:19][C:18]([C:21]4[O:25][N:24]=[C:23]([CH3:26])[C:22]=4[NH:27][C:28]4[CH:33]=[CH:32][CH:31]=[C:30]([C:37]5[CH:38]=[CH:39][CH:40]=[C:41]([C:42]([F:45])([F:44])[F:43])[C:36]=5[Cl:35])[N:29]=4)=[CH:17][CH:16]=3)=[CH:11][CH:10]=2)[CH2:8][CH2:7]1)=[O:5])[CH3:2]. (2) Given the reactants [C:1]1([C:7]2C3C=C4C(CCC4)=CC=3C[CH:8]=2)[CH:6]=[CH:5][CH:4]=[CH:3][CH:2]=1.[Li][Li].[Si](C)(C)(Cl)Cl, predict the reaction product. The product is: [CH2:8]=[CH:7][C:1]1[CH:6]=[CH:5][CH:4]=[CH:3][CH:2]=1.[CH2:1]=[CH2:2]. (3) Given the reactants [Br:1][C:2]1[CH:7]=[CH:6][C:5]([OH:8])=[C:4]([NH:9][C:10]([O:12][C:13]([CH3:16])([CH3:15])[CH3:14])=[O:11])[CH:3]=1.Br[CH2:18][CH2:19]Br.C(=O)([O-])[O-].[K+].[K+], predict the reaction product. The product is: [C:13]([O:12][C:10]([N:9]1[C:4]2[CH:3]=[C:2]([Br:1])[CH:7]=[CH:6][C:5]=2[O:8][CH2:19][CH2:18]1)=[O:11])([CH3:16])([CH3:15])[CH3:14].